Dataset: Catalyst prediction with 721,799 reactions and 888 catalyst types from USPTO. Task: Predict which catalyst facilitates the given reaction. (1) Reactant: [CH3:1][O:2][C:3]1[CH:4]=[C:5]2[C:10](=[CH:11][C:12]=1[O:13][CH3:14])[N:9]=[CH:8][CH:7]=[C:6]2[O:15][C:16]1[CH:22]=[CH:21][C:19]([NH2:20])=[C:18]([CH3:23])[C:17]=1[CH3:24].C(N(CC)CC)C.[C:32](Cl)(Cl)=[S:33].[NH2:36][CH2:37][CH2:38][CH2:39][N:40]1[CH2:45][CH2:44][N:43]([CH3:46])[CH2:42][CH2:41]1. Product: [CH3:1][O:2][C:3]1[CH:4]=[C:5]2[C:10](=[CH:11][C:12]=1[O:13][CH3:14])[N:9]=[CH:8][CH:7]=[C:6]2[O:15][C:16]1[CH:22]=[CH:21][C:19]([NH:20][C:32]([NH:36][CH2:37][CH2:38][CH2:39][N:40]2[CH2:41][CH2:42][N:43]([CH3:46])[CH2:44][CH2:45]2)=[S:33])=[C:18]([CH3:23])[C:17]=1[CH3:24]. The catalyst class is: 42. (2) The catalyst class is: 7. Product: [NH:1]1[C:9]2[C:4](=[CH:5][C:6]([CH2:10][NH2:11])=[CH:7][CH:8]=2)[CH:3]=[N:2]1. Reactant: [NH:1]1[C:9]2[C:4](=[CH:5][C:6]([C:10]#[N:11])=[CH:7][CH:8]=2)[CH:3]=[N:2]1.[H-].[Al+3].[Li+].[H-].[H-].[H-].O.[OH-].[Li+]. (3) Reactant: [Br:1][C:2]1[CH:15]=[CH:14][CH:13]=[C:12]2[C:3]=1[O:4][C:5]1[CH:6]=[CH:7][C:8]([OH:17])=[CH:9][C:10]=1[C:11]2=O.O1CCCC1.B.O1CCCC1. Product: [Br:1][C:2]1[CH:15]=[CH:14][CH:13]=[C:12]2[C:3]=1[O:4][C:5]1[CH:6]=[CH:7][C:8]([OH:17])=[CH:9][C:10]=1[CH2:11]2. The catalyst class is: 8.